This data is from Full USPTO retrosynthesis dataset with 1.9M reactions from patents (1976-2016). The task is: Predict the reactants needed to synthesize the given product. Given the product [NH2:1][C:2]1[N:6]2[CH2:7][C:8]([F:12])([F:11])[CH2:9][N:10]=[C:5]2[C:4]([C:20]2[CH:21]=[C:22]([CH:28]=[CH:29][CH:30]=2)[C:23]([N:25]([CH3:27])[CH3:26])=[O:24])([C:13]2[CH:18]=[CH:17][CH:16]=[C:15]([C:37]3[C:32]([F:31])=[N:33][CH:34]=[CH:35][CH:36]=3)[CH:14]=2)[N:3]=1, predict the reactants needed to synthesize it. The reactants are: [NH2:1][C:2]1[N:6]2[CH2:7][C:8]([F:12])([F:11])[CH2:9][N:10]=[C:5]2[C:4]([C:20]2[CH:21]=[C:22]([CH:28]=[CH:29][CH:30]=2)[C:23]([N:25]([CH3:27])[CH3:26])=[O:24])([C:13]2[CH:18]=[CH:17][CH:16]=[C:15](Br)[CH:14]=2)[N:3]=1.[F:31][C:32]1[C:37](B(O)O)=[CH:36][CH:35]=[CH:34][N:33]=1.C(=O)([O-])[O-].[Cs+].[Cs+].